From a dataset of Full USPTO retrosynthesis dataset with 1.9M reactions from patents (1976-2016). Predict the reactants needed to synthesize the given product. (1) Given the product [C:10]([O:14][C:15]([N:17]1[CH2:29][C@@H:28]([CH3:30])[N:27]2[C@H:19]([CH2:20][C:21]3[C:26]2=[N:25][C:24]([CH2:31][F:7])=[CH:23][CH:22]=3)[CH2:18]1)=[O:16])([CH3:13])([CH3:12])[CH3:11], predict the reactants needed to synthesize it. The reactants are: C(N(S(F)(F)[F:7])CC)C.[C:10]([O:14][C:15]([N:17]1[CH2:29][C@@H:28]([CH3:30])[N:27]2[C@H:19]([CH2:20][C:21]3[C:26]2=[N:25][C:24]([CH2:31]OCCO)=[CH:23][CH:22]=3)[CH2:18]1)=[O:16])([CH3:13])([CH3:12])[CH3:11]. (2) Given the product [ClH:1].[ClH:1].[N:3]1[CH:8]=[CH:7][CH:6]=[C:5]([CH:9]2[CH2:16][CH:15]3[CH2:17][CH:11]([CH2:12][NH:13][CH2:14]3)[CH2:10]2)[CH:4]=1, predict the reactants needed to synthesize it. The reactants are: [ClH:1].Cl.[N:3]1[CH:8]=[CH:7][CH:6]=[C:5]([C:9]2[CH2:16][CH:15]3[CH2:17][CH:11]([CH2:12][NH:13][CH2:14]3)[CH:10]=2)[CH:4]=1.[H][H]. (3) Given the product [CH3:14][O:13][C:10]1[CH:9]=[CH:8][C:7]2[O:6][CH:5]=[CH:4][C:12]=2[CH:11]=1, predict the reactants needed to synthesize it. The reactants are: C(O[CH:4](OCC)[CH2:5][O:6][C:7]1[CH:12]=[CH:11][C:10]([O:13][CH3:14])=[CH:9][CH:8]=1)C.CCO. (4) Given the product [CH2:1]([NH:8][C:9](=[O:18])[NH:10][C:11]([CH3:17])([CH3:16])[CH2:12][C:13]([NH:19][C@@H:20]([CH2:43][C:44]1[CH:49]=[CH:48][C:47]([O:50][C:51]([CH3:53])([CH3:52])[CH3:54])=[CH:46][CH:45]=1)[C:21]([N:23]([CH2:35][CH:36]([O:40][CH2:41][CH3:42])[O:37][CH2:38][CH3:39])[CH2:24][C:25]1[C:34]2[C:29](=[CH:30][CH:31]=[CH:32][CH:33]=2)[CH:28]=[CH:27][CH:26]=1)=[O:22])=[O:15])[C:2]1[CH:3]=[CH:4][CH:5]=[CH:6][CH:7]=1, predict the reactants needed to synthesize it. The reactants are: [CH2:1]([NH:8][C:9](=[O:18])[NH:10][C:11]([CH3:17])([CH3:16])[CH2:12][C:13]([OH:15])=O)[C:2]1[CH:7]=[CH:6][CH:5]=[CH:4][CH:3]=1.[NH2:19][C@@H:20]([CH2:43][C:44]1[CH:49]=[CH:48][C:47]([O:50][C:51]([CH3:54])([CH3:53])[CH3:52])=[CH:46][CH:45]=1)[C:21]([N:23]([CH2:35][CH:36]([O:40][CH2:41][CH3:42])[O:37][CH2:38][CH3:39])[CH2:24][C:25]1[C:34]2[C:29](=[CH:30][CH:31]=[CH:32][CH:33]=2)[CH:28]=[CH:27][CH:26]=1)=[O:22]. (5) Given the product [NH2:23][C:22]1[CH:21]=[CH:20][C:15]([C:16]([O:18][CH3:19])=[O:17])=[CH:14][C:13]=1[NH:12][C:7](=[O:8])[C:6]1[CH:10]=[CH:11][C:3]([O:2][CH3:1])=[CH:4][CH:5]=1, predict the reactants needed to synthesize it. The reactants are: [CH3:1][O:2][C:3]1[CH:11]=[CH:10][C:6]([C:7](Cl)=[O:8])=[CH:5][CH:4]=1.[NH2:12][C:13]1[CH:14]=[C:15]([CH:20]=[CH:21][C:22]=1[NH2:23])[C:16]([O:18][CH3:19])=[O:17].N1C=CC=CC=1. (6) Given the product [Cl:18][C:19]1[C:20]([Cl:26])=[CH:21][CH:22]=[CH:23][C:24]=1[NH:1][C:2]1[CH:3]=[CH:4][C:5]2[N:10]([CH3:11])[C:9](=[O:12])[O:8][C:7]([CH2:15][CH3:16])([CH2:13][CH3:14])[C:6]=2[CH:17]=1, predict the reactants needed to synthesize it. The reactants are: [NH2:1][C:2]1[CH:3]=[CH:4][C:5]2[N:10]([CH3:11])[C:9](=[O:12])[O:8][C:7]([CH2:15][CH3:16])([CH2:13][CH3:14])[C:6]=2[CH:17]=1.[Cl:18][C:19]1[CH:24]=[CH:23][CH:22]=[C:21](I)[C:20]=1[Cl:26]. (7) Given the product [NH2:23][CH:1]=[C:3]([C:8]1[N:9]([CH3:18])[C:10]([CH3:17])=[CH:11][C:12]=1[C:13]([O:15][CH3:16])=[O:14])[C:4]([O:6][CH3:7])=[O:5], predict the reactants needed to synthesize it. The reactants are: [CH:1]([CH:3]([C:8]1[N:9]([CH3:18])[C:10]([CH3:17])=[CH:11][C:12]=1[C:13]([O:15][CH3:16])=[O:14])[C:4]([O:6][CH3:7])=[O:5])=O.C([O-])(=O)C.[NH4+:23]. (8) Given the product [Cl:28][C:29]1[CH:34]=[CH:33][C:32]([C:35]2([C:41]([NH2:43])=[O:42])[CH2:36][CH2:37][N:38]([C:21]([C:10]3[CH:11]=[C:12]([C:13]4[CH:18]=[CH:17][C:16]([Cl:19])=[CH:15][C:14]=4[Cl:20])[N:8]([C:5]4[CH:6]=[CH:7][C:2]([Cl:1])=[CH:3][CH:4]=4)[C:9]=3[CH2:24][CH2:25][CH2:26][OH:27])=[O:22])[CH2:39][CH2:40]2)=[CH:31][CH:30]=1, predict the reactants needed to synthesize it. The reactants are: [Cl:1][C:2]1[CH:7]=[CH:6][C:5]([N:8]2[C:12]([C:13]3[CH:18]=[CH:17][C:16]([Cl:19])=[CH:15][C:14]=3[Cl:20])=[CH:11][C:10]([C:21](O)=[O:22])=[C:9]2[CH2:24][CH2:25][CH2:26][OH:27])=[CH:4][CH:3]=1.[Cl:28][C:29]1[CH:34]=[CH:33][C:32]([C:35]2([C:41]([NH2:43])=[O:42])[CH2:40][CH2:39][NH:38][CH2:37][CH2:36]2)=[CH:31][CH:30]=1.CCN(C(C)C)C(C)C.CN(C(ON1N=NC2C=CC=CC1=2)=[N+](C)C)C.[B-](F)(F)(F)F. (9) Given the product [CH2:29]([O:28][C:26]([N:23]1[CH2:24][CH2:25][CH:20]([O:19][C:15]2[C:14]([CH3:31])=[C:13]([O:12][C:11]3[CH:32]=[CH:33][CH:34]=[C:9](/[CH:8]=[C:4]4/[C:5](=[O:7])[N:6]([CH3:35])[C:2](=[O:1])[S:3]/4)[CH:10]=3)[N:18]=[CH:17][N:16]=2)[CH2:21][CH2:22]1)=[O:27])[CH3:30], predict the reactants needed to synthesize it. The reactants are: [O:1]=[C:2]1[NH:6][C:5](=[O:7])/[C:4](=[CH:8]/[C:9]2[CH:10]=[C:11]([CH:32]=[CH:33][CH:34]=2)[O:12][C:13]2[N:18]=[CH:17][N:16]=[C:15]([O:19][CH:20]3[CH2:25][CH2:24][N:23]([C:26]([O:28][CH2:29][CH3:30])=[O:27])[CH2:22][CH2:21]3)[C:14]=2[CH3:31])/[S:3]1.[C:35]([O-])([O-])=O.[K+].[K+].CI.